Dataset: Catalyst prediction with 721,799 reactions and 888 catalyst types from USPTO. Task: Predict which catalyst facilitates the given reaction. (1) Reactant: [Br:1][C:2]1[C:3]([CH:8]=O)=[N:4][CH:5]=[CH:6][CH:7]=1.C(N(CC)C(C)C)(C)C.[N:19]1([C:25]([O:27][C:28]([CH3:31])([CH3:30])[CH3:29])=[O:26])[CH2:24][CH2:23][NH:22][CH2:21][CH2:20]1.C(O[BH-](OC(=O)C)OC(=O)C)(=O)C.[Na+]. Product: [Br:1][C:2]1[C:3]([CH2:8][N:22]2[CH2:21][CH2:20][N:19]([C:25]([O:27][C:28]([CH3:31])([CH3:30])[CH3:29])=[O:26])[CH2:24][CH2:23]2)=[N:4][CH:5]=[CH:6][CH:7]=1. The catalyst class is: 4. (2) Reactant: C(N(CC)CC)C.[Cl:8][C:9]1[NH:14][C:13](=[O:15])[C:12]([N+:16]([O-:18])=[O:17])=[C:11](O)[C:10]=1[CH3:20].[F:21][C:22]([F:35])([F:34])[S:23](O[S:23]([C:22]([F:35])([F:34])[F:21])(=[O:25])=[O:24])(=[O:25])=[O:24].[NH2:36][CH2:37][CH2:38][CH2:39][CH2:40][NH:41][C:42](=[O:48])[O:43][C:44]([CH3:47])([CH3:46])[CH3:45]. Product: [F:21][C:22]([F:35])([F:34])[S:23]([O:15][C:13]1[C:12]([N+:16]([O-:18])=[O:17])=[C:11]([NH:36][CH2:37][CH2:38][CH2:39][CH2:40][NH:41][C:42]([O:43][C:44]([CH3:47])([CH3:46])[CH3:45])=[O:48])[C:10]([CH3:20])=[C:9]([Cl:8])[N:14]=1)(=[O:25])=[O:24]. The catalyst class is: 4.